Dataset: Full USPTO retrosynthesis dataset with 1.9M reactions from patents (1976-2016). Task: Predict the reactants needed to synthesize the given product. Given the product [CH2:18]([O:17][C:15](=[O:16])[C:14]([NH:3][CH2:4][C:5](=[O:6])[C:7]1[CH:8]=[N:9][CH:10]=[CH:11][CH:12]=1)=[O:20])[CH3:19], predict the reactants needed to synthesize it. The reactants are: Cl.Cl.[NH2:3][CH2:4][C:5]([C:7]1[CH:8]=[N:9][CH:10]=[CH:11][CH:12]=1)=[O:6].Cl[C:14](=[O:20])[C:15]([O:17][CH2:18][CH3:19])=[O:16].C(N(CC)CC)C.